Dataset: TCR-epitope binding with 47,182 pairs between 192 epitopes and 23,139 TCRs. Task: Binary Classification. Given a T-cell receptor sequence (or CDR3 region) and an epitope sequence, predict whether binding occurs between them. The epitope is ILKEPVHGV. The TCR CDR3 sequence is CASSAVGVPHVEKLFF. Result: 0 (the TCR does not bind to the epitope).